Dataset: Forward reaction prediction with 1.9M reactions from USPTO patents (1976-2016). Task: Predict the product of the given reaction. (1) Given the reactants Br[CH2:2][C:3]1[O:7][N:6]=[C:5]([C:8]([NH:10][C@@H:11]([CH3:27])[CH2:12][N:13]2[CH:17]=[CH:16][C:15]([C:18]3[CH:23]=[CH:22][C:21]([C:24]#[N:25])=[C:20]([Cl:26])[CH:19]=3)=[N:14]2)=[O:9])[CH:4]=1.[NH:28]1[CH:32]=[CH:31][N:30]=[CH:29]1, predict the reaction product. The product is: [N:28]1([CH2:2][C:3]2[O:7][N:6]=[C:5]([C:8]([NH:10][C@@H:11]([CH3:27])[CH2:12][N:13]3[CH:17]=[CH:16][C:15]([C:18]4[CH:23]=[CH:22][C:21]([C:24]#[N:25])=[C:20]([Cl:26])[CH:19]=4)=[N:14]3)=[O:9])[CH:4]=2)[CH:32]=[CH:31][N:30]=[CH:29]1. (2) Given the reactants BrC1C=C(N2C3=NC=CC(C4C=NC5C(C=4)=CC=CC=5)=C3C(C)=C2)C=CC=1C#N.C([O:33]CCCN)(C)C.[CH:38]([O:41][CH2:42][CH2:43][CH2:44][NH:45][C:46]1[CH:53]=[C:52]([N:54]2[C:58]3=[N:59][CH:60]=[CH:61][C:62]([C:63]4[CH:64]=[N:65][C:66]5[C:71]([CH:72]=4)=[CH:70][CH:69]=[CH:68][CH:67]=5)=[C:57]3[C:56]([CH3:73])=[CH:55]2)[CH:51]=[CH:50][C:47]=1[C:48]#[N:49])([CH3:40])[CH3:39], predict the reaction product. The product is: [CH:38]([O:41][CH2:42][CH2:43][CH2:44][NH:45][C:46]1[CH:53]=[C:52]([N:54]2[C:58]3=[N:59][CH:60]=[CH:61][C:62]([C:63]4[CH:64]=[N:65][C:66]5[C:71]([CH:72]=4)=[CH:70][CH:69]=[CH:68][CH:67]=5)=[C:57]3[C:56]([CH3:73])=[CH:55]2)[CH:51]=[CH:50][C:47]=1[C:48]([NH2:49])=[O:33])([CH3:39])[CH3:40].